This data is from Reaction yield outcomes from USPTO patents with 853,638 reactions. The task is: Predict the reaction yield, written as a fraction of the theoretical maximum amount of product (1.0 means a 100% yield; for example, 0.34 means a 34% yield). (1) The reactants are Cl[C:2]1[CH:3]=[CH:4][C:5]2[N:6]([C:8]([C:11]([F:14])([F:13])[F:12])=[N:9][N:10]=2)[N:7]=1.[N:15]1[CH:20]=[CH:19][CH:18]=[C:17]([C:21]2([OH:27])[CH2:26][CH2:25][NH:24][CH2:23][CH2:22]2)[CH:16]=1.CCN(C(C)C)C(C)C. The catalyst is CN(C=O)C.O. The product is [N:15]1[CH:20]=[CH:19][CH:18]=[C:17]([C:21]2([OH:27])[CH2:22][CH2:23][N:24]([C:2]3[CH:3]=[CH:4][C:5]4[N:6]([C:8]([C:11]([F:14])([F:13])[F:12])=[N:9][N:10]=4)[N:7]=3)[CH2:25][CH2:26]2)[CH:16]=1. The yield is 0.910. (2) The reactants are [Cl:1][C:2]1[CH:7]=[CH:6][C:5]([S:8]([N:11]([CH2:19][C:20]2[CH:28]=[CH:27][C:23]([C:24](O)=[O:25])=[CH:22][CH:21]=2)[CH2:12][C:13]2[CH:18]=[CH:17][CH:16]=[CH:15][N:14]=2)(=[O:10])=[O:9])=[CH:4][CH:3]=1.[Cl:29][C:30]1[CH:31]=[C:32]([S:36]([NH2:39])(=[O:38])=[O:37])[CH:33]=[CH:34][CH:35]=1. No catalyst specified. The product is [Cl:29][C:30]1[CH:31]=[C:32]([S:36]([NH:39][C:24](=[O:25])[C:23]2[CH:27]=[CH:28][C:20]([CH2:19][N:11]([S:8]([C:5]3[CH:6]=[CH:7][C:2]([Cl:1])=[CH:3][CH:4]=3)(=[O:10])=[O:9])[CH2:12][C:13]3[CH:18]=[CH:17][CH:16]=[CH:15][N:14]=3)=[CH:21][CH:22]=2)(=[O:37])=[O:38])[CH:33]=[CH:34][CH:35]=1. The yield is 0.240. (3) The reactants are [F:1][C:2]([F:7])([F:6])[C:3]([OH:5])=[O:4].C(OC([N:15]1[CH2:19][CH2:18][CH:17]([C:20]2[CH:25]=[CH:24][C:23]([O:26][CH2:27][C:28]3[CH:33]=[CH:32][CH:31]=[CH:30][CH:29]=3)=[CH:22][C:21]=2[O:34][CH2:35][C:36]2[CH:41]=[CH:40][CH:39]=[CH:38][CH:37]=2)[CH2:16]1)=O)(C)(C)C. The catalyst is ClCCl. The product is [F:1][C:2]([F:7])([F:6])[C:3]([O-:5])=[O:4].[CH2:35]([O:34][C:21]1[CH:22]=[C:23]([O:26][CH2:27][C:28]2[CH:29]=[CH:30][CH:31]=[CH:32][CH:33]=2)[CH:24]=[CH:25][C:20]=1[CH:17]1[CH2:18][CH2:19][NH2+:15][CH2:16]1)[C:36]1[CH:37]=[CH:38][CH:39]=[CH:40][CH:41]=1. The yield is 0.760. (4) The reactants are [Cl:1][C:2]1[CH:6]=[N:5][N:4]([CH3:7])[C:3]=1[C:8]1[CH:9]=[C:10]([NH2:16])[CH:11]=[CH:12][C:13]=1[O:14][CH3:15].[C:17]1([N:27]=[C:28]=[O:29])[C:26]2[C:21](=[CH:22][CH:23]=[CH:24][CH:25]=2)[CH:20]=[CH:19][CH:18]=1. No catalyst specified. The product is [Cl:1][C:2]1[CH:6]=[N:5][N:4]([CH3:7])[C:3]=1[C:8]1[CH:9]=[C:10]([NH:16][C:28]([NH:27][C:17]2[C:26]3[C:21](=[CH:22][CH:23]=[CH:24][CH:25]=3)[CH:20]=[CH:19][CH:18]=2)=[O:29])[CH:11]=[CH:12][C:13]=1[O:14][CH3:15]. The yield is 0.600. (5) The product is [CH3:18][N:17]([C:19]([O:21][C:22]([CH3:25])([CH3:24])[CH3:23])=[O:20])[CH:14]1[CH2:15][CH2:16][NH:11][CH2:12][CH2:13]1. The reactants are C(OC([N:11]1[CH2:16][CH2:15][CH:14]([N:17]([C:19]([O:21][C:22]([CH3:25])([CH3:24])[CH3:23])=[O:20])[CH3:18])[CH2:13][CH2:12]1)=O)C1C=CC=CC=1. The catalyst is CO.[OH-].[OH-].[Pd+2]. The yield is 0.600. (6) The reactants are [F:1][C:2]1[CH:7]=[C:6]([N+:8]([O-])=O)[CH:5]=[CH:4][C:3]=1[NH:11][C:12]1[C:21]2[C:16](=[CH:17][C:18]([O:24][CH3:25])=[C:19]([O:22][CH3:23])[CH:20]=2)[N:15]=[CH:14][N:13]=1.[Cl-].[NH4+]. The catalyst is CO.O.[Fe]. The product is [CH3:23][O:22][C:19]1[CH:20]=[C:21]2[C:16](=[CH:17][C:18]=1[O:24][CH3:25])[N:15]=[CH:14][N:13]=[C:12]2[NH:11][C:3]1[CH:4]=[CH:5][C:6]([NH2:8])=[CH:7][C:2]=1[F:1]. The yield is 0.750. (7) The yield is 0.930. The reactants are [Cl:1][C:2]1[C:7]([NH2:8])=[CH:6][CH:5]=[CH:4][N:3]=1.[CH3:9][S:10](Cl)(=[O:12])=[O:11].C(N(CC)CC)C. The catalyst is ClCCl.O. The product is [Cl:1][C:2]1[C:7]([NH:8][S:10]([CH3:9])(=[O:12])=[O:11])=[CH:6][CH:5]=[CH:4][N:3]=1. (8) The reactants are [C:1]([O:5][C:6](=[O:20])[C:7]1[CH:12]=[CH:11][CH:10]=[C:9]([C:13]2[C:18]([CH3:19])=[CH:17][CH:16]=[CH:15][N:14]=2)[CH:8]=1)([CH3:4])([CH3:3])[CH3:2].NC(N)=[O:23].OO.C1(=O)OC(=O)C2=CC=CC=C12.[O-]S([O-])=O.[Na+].[Na+].C([O-])([O-])=O.[Na+].[Na+]. The catalyst is CCOC(C)=O.O. The product is [C:1]([O:5][C:6]([C:7]1[CH:8]=[C:9]([C:13]2[C:18]([CH3:19])=[CH:17][CH:16]=[CH:15][N+:14]=2[O-:23])[CH:10]=[CH:11][CH:12]=1)=[O:20])([CH3:4])([CH3:3])[CH3:2]. The yield is 0.950. (9) The reactants are C([O:3][C:4](=[O:26])[CH2:5][C:6]1([CH2:23][CH2:24][CH3:25])[C:11]2[NH:12][C:13]3[C:18]([C:10]=2[CH2:9][CH2:8][O:7]1)=[C:17]([C:19]#[N:20])[C:16]([F:21])=[CH:15][C:14]=3[CH3:22])C.[OH-].[Na+]. The catalyst is C1COCC1.CO. The product is [C:19]([C:17]1[C:16]([F:21])=[CH:15][C:14]([CH3:22])=[C:13]2[C:18]=1[C:10]1[CH2:9][CH2:8][O:7][C:6]([CH2:23][CH2:24][CH3:25])([CH2:5][C:4]([OH:26])=[O:3])[C:11]=1[NH:12]2)#[N:20]. The yield is 0.910.